From a dataset of Forward reaction prediction with 1.9M reactions from USPTO patents (1976-2016). Predict the product of the given reaction. (1) Given the reactants [CH2:1]([O:3][C:4]([C:6]1[C:7]([NH2:11])=[N:8][NH:9][CH:10]=1)=[O:5])[CH3:2].[CH:12]1(Br)[CH2:17][CH2:16][CH2:15][CH2:14][CH2:13]1.C(=O)([O-])[O-].[K+].[K+].[OH-].[Na+], predict the reaction product. The product is: [CH2:1]([O:3][C:4]([C:6]1[CH:10]=[N:9][N:8]([CH:12]2[CH2:17][CH2:16][CH2:15][CH2:14][CH2:13]2)[C:7]=1[NH2:11])=[O:5])[CH3:2]. (2) Given the reactants [CH:1]12[NH:8][CH:5]([CH2:6][CH2:7]1)[CH2:4][C:3](=[C:9]([Br:21])[C:10]1[CH:20]=[CH:19][C:13]([C:14]([NH:16][CH2:17][CH3:18])=[O:15])=[CH:12][CH:11]=1)[CH2:2]2.ClCCCl.[N:26]1[CH:31]=[CH:30][CH:29]=[CH:28][C:27]=1[CH:32]=O.C(O[BH-](OC(=O)C)OC(=O)C)(=O)C.[Na+], predict the reaction product. The product is: [Br:21][C:9](=[C:3]1[CH2:4][CH:5]2[N:8]([CH2:32][C:27]3[CH:28]=[CH:29][CH:30]=[CH:31][N:26]=3)[CH:1]([CH2:7][CH2:6]2)[CH2:2]1)[C:10]1[CH:11]=[CH:12][C:13]([C:14]([NH:16][CH2:17][CH3:18])=[O:15])=[CH:19][CH:20]=1. (3) Given the reactants [C:1]1([CH3:9])[CH:6]=[CH:5][CH:4]=[C:3]([Mg]Br)[CH:2]=1.[CH:10]([C:12]1[CH:13]=[C:14]([CH:19]=[CH:20][CH:21]=1)[C:15]([O:17][CH3:18])=[O:16])=[O:11], predict the reaction product. The product is: [OH:11][CH:10]([C:3]1[CH:2]=[C:1]([CH3:9])[CH:6]=[CH:5][CH:4]=1)[C:12]1[CH:13]=[C:14]([CH:19]=[CH:20][CH:21]=1)[C:15]([O:17][CH3:18])=[O:16]. (4) Given the reactants [Br:1][C:2]1[C:3]([CH3:9])=[N:4][CH:5]=[C:6]([Br:8])[CH:7]=1.Br[CH2:11][C:12]1[CH:13]=[C:14]2[C:18](=[CH:19][CH:20]=1)[N:17]([CH3:21])[N:16]=[CH:15]2.C(=O)([O-])[O-].[K+].[K+], predict the reaction product. The product is: [Br:8][C:6]1[CH:7]=[C:2]([C:12]2[CH:13]=[C:14]3[C:18](=[CH:19][CH:20]=2)[N:17]([CH3:21])[N:16]=[CH:15]3)[C:3]([CH3:9])=[N:4][CH:5]=1.[Br:1][C:2]1[CH:7]=[C:11]([C:12]2[CH:13]=[C:14]3[C:18](=[CH:19][CH:20]=2)[N:17]([CH3:21])[N:16]=[CH:15]3)[CH:5]=[N:4][C:3]=1[CH3:9]. (5) Given the reactants [CH:1]1([CH2:5][N:6]2[CH:11]=[CH:10][C:9]([OH:12])=[CH:8][C:7]2=[O:13])[CH2:4][CH2:3][CH2:2]1.N1C=CC=CC=1.S(OC)(O[C:24](SC)([S:27][CH3:28])[S:25][CH3:26])(=O)=O, predict the reaction product. The product is: [CH3:26][S:25][C:24]([S:27][CH3:28])=[C:8]1[C:9](=[O:12])[CH:10]=[CH:11][N:6]([CH2:5][CH:1]2[CH2:2][CH2:3][CH2:4]2)[C:7]1=[O:13].